From a dataset of Full USPTO retrosynthesis dataset with 1.9M reactions from patents (1976-2016). Predict the reactants needed to synthesize the given product. (1) Given the product [F:16][C:13]1[CH:14]=[CH:15][C:10]([CH:7]2[N:6]([S:17]([C:20]3[CH:25]=[CH:24][C:23]([CH3:26])=[CH:22][CH:21]=3)(=[O:18])=[O:19])[CH:5]([CH2:4][CH2:3][CH2:2][N:30]3[N:31]=[N:32][C:28]([CH3:27])=[N:29]3)[CH2:9][CH2:8]2)=[CH:11][CH:12]=1, predict the reactants needed to synthesize it. The reactants are: Cl[CH2:2][CH2:3][CH2:4][CH:5]1[CH2:9][CH2:8][CH:7]([C:10]2[CH:15]=[CH:14][C:13]([F:16])=[CH:12][CH:11]=2)[N:6]1[S:17]([C:20]1[CH:25]=[CH:24][C:23]([CH3:26])=[CH:22][CH:21]=1)(=[O:19])=[O:18].[CH3:27][C:28]1[NH:32][N:31]=[N:30][N:29]=1. (2) The reactants are: C[Si](C)(C)O[NH:4][OH:5].CN1CCOCC1.[CH3:15][O:16][CH:17]([C:26]1[CH:31]=[CH:30][C:29]([O:32][CH3:33])=[CH:28][CH:27]=1)[CH2:18][CH:19]=[CH:20][CH:21]=[CH:22][C:23](Cl)=[O:24]. Given the product [OH:5][NH:4][C:23](=[O:24])[CH:22]=[CH:21][CH:20]=[CH:19][CH2:18][CH:17]([O:16][CH3:15])[C:26]1[CH:27]=[CH:28][C:29]([O:32][CH3:33])=[CH:30][CH:31]=1, predict the reactants needed to synthesize it. (3) Given the product [CH2:30]([O:29][C:27]([NH:25][S:22]([C:14]1[S:15][C:16]([CH2:18][CH:19]([CH3:21])[CH3:20])=[CH:17][C:13]=1[C:10]1[CH:11]=[CH:12][C:7]([CH2:6][N:1]2[CH:5]=[N:4][CH:3]=[N:2]2)=[CH:8][CH:9]=1)(=[O:23])=[O:24])=[O:28])[CH2:31][CH2:32][CH3:33], predict the reactants needed to synthesize it. The reactants are: [N:1]1([CH2:6][C:7]2[CH:12]=[CH:11][C:10]([C:13]3[CH:17]=[C:16]([CH2:18][CH:19]([CH3:21])[CH3:20])[S:15][C:14]=3[S:22]([NH2:25])(=[O:24])=[O:23])=[CH:9][CH:8]=2)[CH:5]=[N:4][CH:3]=[N:2]1.Cl[C:27]([O:29][CH2:30][CH2:31][CH2:32][CH3:33])=[O:28].